From a dataset of Peptide-MHC class I binding affinity with 185,985 pairs from IEDB/IMGT. Regression. Given a peptide amino acid sequence and an MHC pseudo amino acid sequence, predict their binding affinity value. This is MHC class I binding data. (1) The peptide sequence is SQRVEFLEY. The MHC is HLA-A02:19 with pseudo-sequence HLA-A02:19. The binding affinity (normalized) is 0.0847. (2) The peptide sequence is ILQMREIIT. The MHC is HLA-A02:06 with pseudo-sequence HLA-A02:06. The binding affinity (normalized) is 0.342. (3) The MHC is HLA-B27:05 with pseudo-sequence HLA-B27:05. The binding affinity (normalized) is 0.323. The peptide sequence is GRNNRRSL.